This data is from Full USPTO retrosynthesis dataset with 1.9M reactions from patents (1976-2016). The task is: Predict the reactants needed to synthesize the given product. (1) Given the product [NH2:23][C:17]1[C:18]([NH:22][C:29](=[O:30])[O:31][CH3:32])=[C:19]([NH2:21])[N:20]=[C:15]([C:7]2[N:8]=[C:9]([C:10]3[S:11][CH:12]=[CH:13][N:14]=3)[N:5]([CH2:4][C:3]3[CH:24]=[CH:25][CH:26]=[CH:27][C:2]=3[F:1])[N:6]=2)[N:16]=1, predict the reactants needed to synthesize it. The reactants are: [F:1][C:2]1[CH:27]=[CH:26][CH:25]=[CH:24][C:3]=1[CH2:4][N:5]1[C:9]([C:10]2[S:11][CH:12]=[CH:13][N:14]=2)=[N:8][C:7]([C:15]2[N:20]=[C:19]([NH2:21])[C:18]([NH2:22])=[C:17]([NH2:23])[N:16]=2)=[N:6]1.Cl[C:29]([O:31][CH3:32])=[O:30].O. (2) Given the product [CH3:1][Si:2]([C:7]1[CH:12]=[CH:11][CH:10]=[CH:9][CH:8]=1)([O:3][CH3:4])[O:17][CH:13]([CH2:15][CH3:16])[CH3:14], predict the reactants needed to synthesize it. The reactants are: [CH3:1][Si:2]([C:7]1[CH:12]=[CH:11][CH:10]=[CH:9][CH:8]=1)(OC)[O:3][CH3:4].[CH:13]([OH:17])([CH2:15][CH3:16])[CH3:14]. (3) Given the product [N:13]1[CH:14]=[CH:15][CH:16]=[CH:17][C:12]=1[CH2:11][N:6]1[C:7]2[C:3](=[C:2]([C:61]3[CH:62]=[N:57][CH:58]=[N:59][CH:60]=3)[CH:10]=[CH:9][CH:8]=2)[C:4]2([CH2:22][O:21][C:20]3[CH:23]=[C:24]4[C:28](=[CH:29][C:19]2=3)[CH2:27][CH2:26][O:25]4)[CH2:5]1, predict the reactants needed to synthesize it. The reactants are: Br[C:2]1[CH:10]=[CH:9][CH:8]=[C:7]2[C:3]=1[C:4]1([CH2:22][O:21][C:20]3[CH:23]=[C:24]4[C:28](=[CH:29][C:19]1=3)[CH2:27][CH2:26][O:25]4)[C:5](=O)[N:6]2[CH2:11][C:12]1[CH:17]=[CH:16][CH:15]=[CH:14][N:13]=1.BrC1C=CC=C2C=1C1(C3=CC4OCOC=4C=C3OC1)C(=O)N2CCCCC.[N:57]1[CH:62]=[C:61](B(O)O)[CH:60]=[N:59][CH:58]=1.CN(C)C1N=CC(B(O)O)=CC=1. (4) Given the product [CH3:31][C:29]1[CH:28]=[CH:27][N:26]=[C:25]([NH:2][C:3]2[CH:4]=[C:5]([CH:21]=[CH:22][CH:23]=2)[CH2:6][NH:7][C:8]2[C:17]3[C:12](=[C:13]([C:18]([NH2:20])=[O:19])[CH:14]=[CH:15][CH:16]=3)[N:11]=[CH:10][N:9]=2)[CH:30]=1, predict the reactants needed to synthesize it. The reactants are: Cl.[NH2:2][C:3]1[CH:4]=[C:5]([CH:21]=[CH:22][CH:23]=1)[CH2:6][NH:7][C:8]1[C:17]2[C:12](=[C:13]([C:18]([NH2:20])=[O:19])[CH:14]=[CH:15][CH:16]=2)[N:11]=[CH:10][N:9]=1.Br[C:25]1[CH:30]=[C:29]([CH3:31])[CH:28]=[CH:27][N:26]=1. (5) Given the product [NH2:11][C:12]1[C:17]([C:18]#[N:19])=[N:16][C:15]([C:20]2[O:21][CH:22]=[CH:23][CH:24]=2)=[CH:14][N:13]=1, predict the reactants needed to synthesize it. The reactants are: P(OCC)(OCC)OCC.[NH2:11][C:12]1[C:17]([C:18]#[N:19])=[N:16][C:15]([C:20]2[O:21][CH:22]=[CH:23][CH:24]=2)=[CH:14][N+:13]=1[O-]. (6) Given the product [F:43][CH:41]([F:42])[O:40][C:38]1[CH:39]=[C:34]([NH:33][CH:26]([C:27]2[CH:28]=[CH:29][CH:30]=[CH:31][CH:32]=2)[C:8]([C:10]2[C:18]3[C:13](=[CH:14][CH:15]=[CH:16][CH:17]=3)[NH:12][CH:11]=2)=[O:9])[CH:35]=[N:36][CH:37]=1, predict the reactants needed to synthesize it. The reactants are: C(N(CC)CC)C.[CH:8]([C:10]1[C:18]2[C:13](=[CH:14][CH:15]=[CH:16][CH:17]=2)[N:12](C(OC(C)(C)C)=O)[CH:11]=1)=[O:9].[CH:26](=[N:33][C:34]1[CH:35]=[N:36][CH:37]=[C:38]([O:40][CH:41]([F:43])[F:42])[CH:39]=1)[C:27]1[CH:32]=[CH:31][CH:30]=[CH:29][CH:28]=1.